This data is from Reaction yield outcomes from USPTO patents with 853,638 reactions. The task is: Predict the reaction yield, written as a fraction of the theoretical maximum amount of product (1.0 means a 100% yield; for example, 0.34 means a 34% yield). (1) The reactants are [C:1]([O:5][C:6](=[O:26])[NH:7][C@H:8]([C:16]1[NH:20][C:19]2[CH:21]=[CH:22][C:23](I)=[CH:24][C:18]=2[N:17]=1)[CH2:9][C:10]1[CH:15]=[CH:14][CH:13]=[CH:12][CH:11]=1)([CH3:4])([CH3:3])[CH3:2].C(N(CC)CC)C.[CH3:34][Si:35]([C:38]#[CH:39])([CH3:37])[CH3:36].O. The catalyst is CN(C)C=O.[Cu]I.Cl[Pd](Cl)([P](C1C=CC=CC=1)(C1C=CC=CC=1)C1C=CC=CC=1)[P](C1C=CC=CC=1)(C1C=CC=CC=1)C1C=CC=CC=1.C(OCC)(=O)C. The product is [C:1]([O:5][C:6](=[O:26])[NH:7][C@H:8]([C:16]1[NH:17][C:18]2[CH:24]=[C:23]([C:39]#[C:38][Si:35]([CH3:37])([CH3:36])[CH3:34])[CH:22]=[CH:21][C:19]=2[N:20]=1)[CH2:9][C:10]1[CH:15]=[CH:14][CH:13]=[CH:12][CH:11]=1)([CH3:4])([CH3:3])[CH3:2]. The yield is 0.960. (2) The reactants are [CH:1]([N:14]1[C:22]2[C:17](=[CH:18][C:19]([Cl:23])=[CH:20][CH:21]=2)[CH:16]=[C:15]1[CH2:24][CH2:25][N:26]1[C:34](=[O:35])[C:33]2[C:28](=[CH:29][CH:30]=[CH:31][CH:32]=2)[C:27]1=[O:36])([C:8]1[CH:13]=[CH:12][CH:11]=[CH:10][CH:9]=1)[C:2]1[CH:7]=[CH:6][CH:5]=[CH:4][CH:3]=1.C([SiH](CC)CC)C.[CH2:44]([O:46][C:47](=[O:58])[C:48]1[CH:53]=[CH:52][C:51]([CH2:54][CH2:55][CH:56]=O)=[CH:50][CH:49]=1)[CH3:45].ClCC(O)=O.C([O-])(O)=O.[Na+]. The catalyst is C(Cl)Cl.CO.O. The product is [CH2:44]([O:46][C:47](=[O:58])[C:48]1[CH:53]=[CH:52][C:51]([CH2:54][CH2:55][CH2:56][C:16]2[C:17]3[C:22](=[CH:21][CH:20]=[C:19]([Cl:23])[CH:18]=3)[N:14]([CH:1]([C:2]3[CH:3]=[CH:4][CH:5]=[CH:6][CH:7]=3)[C:8]3[CH:9]=[CH:10][CH:11]=[CH:12][CH:13]=3)[C:15]=2[CH2:24][CH2:25][N:26]2[C:27](=[O:36])[C:28]3[C:33](=[CH:32][CH:31]=[CH:30][CH:29]=3)[C:34]2=[O:35])=[CH:50][CH:49]=1)[CH3:45]. The yield is 0.900.